Dataset: Forward reaction prediction with 1.9M reactions from USPTO patents (1976-2016). Task: Predict the product of the given reaction. (1) Given the reactants C(O[C:4]1[C:5](=[O:17])[C:6](=[O:16])[C:7]=1[NH:8][C:9]1[CH:14]=[CH:13][CH:12]=[CH:11][C:10]=1[OH:15])C.[Br:18][C:19]1[CH:25]=[CH:24][C:22]([NH2:23])=[C:21]([CH3:26])[CH:20]=1, predict the reaction product. The product is: [Br:18][C:19]1[CH:25]=[CH:24][C:22]([NH:23][C:4]2[C:5](=[O:17])[C:6](=[O:16])[C:7]=2[NH:8][C:9]2[CH:14]=[CH:13][CH:12]=[CH:11][C:10]=2[OH:15])=[C:21]([CH3:26])[CH:20]=1. (2) Given the reactants [CH:1]1[CH:2]=[CH:3][C:4]2N(O)N=N[C:5]=2[CH:6]=1.[CH2:11](Cl)CCl.[OH:15][NH:16][C:17]([C@H:19]1[CH2:24][CH2:23][C@H:22]([CH2:25][N:26]2[C:30]3[CH:31]=[C:32]([O:35][CH3:36])[CH:33]=[CH:34][C:29]=3[N:28]([CH3:37])[C:27]2=[O:38])[CH2:21][CH2:20]1)=[NH:18].[O:39]1CCOC[CH2:40]1, predict the reaction product. The product is: [CH3:36][O:35][C:32]1[CH:33]=[CH:34][C:29]2[N:28]([CH3:37])[C:27](=[O:38])[N:26]([CH2:25][C@H:22]3[CH2:23][CH2:24][C@H:19]([C:17]4[N:18]=[C:11]([C:5]5[CH:6]=[CH:1][C:2]([O:39][CH3:40])=[CH:3][CH:4]=5)[O:15][N:16]=4)[CH2:20][CH2:21]3)[C:30]=2[CH:31]=1.